This data is from Reaction yield outcomes from USPTO patents with 853,638 reactions. The task is: Predict the reaction yield, written as a fraction of the theoretical maximum amount of product (1.0 means a 100% yield; for example, 0.34 means a 34% yield). (1) The reactants are [Cl:1][C:2]1[N:7]=[CH:6][N+:5]([O-])=[C:4]2[CH2:9][CH2:10][C@@H:11]([CH3:12])[C:3]=12.[C:13]([O:16]C(=O)C)(=[O:15])[CH3:14]. No catalyst specified. The product is [C:13]([O:16][CH:9]1[C:4]2[N:5]=[CH:6][N:7]=[C:2]([Cl:1])[C:3]=2[C@H:11]([CH3:12])[CH2:10]1)(=[O:15])[CH3:14]. The yield is 0.700. (2) The reactants are CC(C[AlH]CC(C)C)C.[Cl:10][C:11]1[CH:12]=[C:13]([C:18](OCC)=[O:19])[CH:14]=[N:15][C:16]=1[I:17].C(=O)=O.C(C(C(C([O-])=O)O)O)([O-])=O. The catalyst is C1COCC1.CCOC(C)=O. The product is [Cl:10][C:11]1[CH:12]=[C:13]([CH2:18][OH:19])[CH:14]=[N:15][C:16]=1[I:17]. The yield is 0.910. (3) The reactants are [O:1]1[CH2:5][CH2:4][O:3][CH:2]1[C:6]1[C:7]([O:23][CH3:24])=[CH:8][C:9]([O:21][CH3:22])=[C:10](B2OC(C)(C)C(C)(C)O2)[CH:11]=1.I[C:26]1[CH:31]=[N:30][CH:29]=[CH:28][N:27]=1.C([O-])([O-])=O.[Na+].[Na+].O. The catalyst is COCCOC.C1C=CC([P]([Pd]([P](C2C=CC=CC=2)(C2C=CC=CC=2)C2C=CC=CC=2)([P](C2C=CC=CC=2)(C2C=CC=CC=2)C2C=CC=CC=2)[P](C2C=CC=CC=2)(C2C=CC=CC=2)C2C=CC=CC=2)(C2C=CC=CC=2)C2C=CC=CC=2)=CC=1. The product is [O:3]1[CH2:4][CH2:5][O:1][CH:2]1[C:6]1[C:7]([O:23][CH3:24])=[CH:8][C:9]([O:21][CH3:22])=[C:10]([C:26]2[CH:31]=[N:30][CH:29]=[CH:28][N:27]=2)[CH:11]=1. The yield is 0.590. (4) The reactants are Cl[C:2]1[S:6][C:5]([C:7]([O:9][CH2:10][CH3:11])=[O:8])=[CH:4][C:3]=1[N+:12]([O-:14])=[O:13].[NH2:15][C:16]1[CH:21]=[CH:20][C:19]([SH:22])=[CH:18][CH:17]=1.C([O-])(=O)C.[Na+].C(OCC)C. The yield is 0.850. The product is [NH2:15][C:16]1[CH:21]=[CH:20][C:19]([S:22][C:2]2[S:6][C:5]([C:7]([O:9][CH2:10][CH3:11])=[O:8])=[CH:4][C:3]=2[N+:12]([O-:14])=[O:13])=[CH:18][CH:17]=1. The catalyst is C(O)C.